Dataset: Forward reaction prediction with 1.9M reactions from USPTO patents (1976-2016). Task: Predict the product of the given reaction. (1) Given the reactants C[O:2][CH:3](Cl)Cl.[Sn](Cl)(Cl)(Cl)Cl.[F:11][C:12]1[C:21]2[C:16](=[CH:17][CH:18]=[CH:19][CH:20]=2)[CH:15]=[CH:14][CH:13]=1, predict the reaction product. The product is: [F:11][C:12]1[C:21]2[C:16](=[CH:17][CH:18]=[CH:19][CH:20]=2)[C:15]([CH:3]=[O:2])=[CH:14][CH:13]=1. (2) Given the reactants Cl.Cl.[NH2:3][C@H:4]([C:6]1[N:7]([C:19]2[CH:24]=[CH:23][CH:22]=[CH:21][CH:20]=2)[C:8]2[C:14]([CH2:15][C:16]#[N:17])=[C:13]([F:18])[CH:12]=[CH:11][C:9]=2[N:10]=1)[CH3:5].[NH2:25][C:26]1[C:31]([C:32]#[N:33])=[C:30](Cl)[N:29]=[CH:28][N:27]=1.CCN(C(C)C)C(C)C, predict the reaction product. The product is: [NH2:25][C:26]1[C:31]([C:32]#[N:33])=[C:30]([NH:3][C@H:4]([C:6]2[N:7]([C:19]3[CH:24]=[CH:23][CH:22]=[CH:21][CH:20]=3)[C:8]3[C:14]([CH2:15][C:16]#[N:17])=[C:13]([F:18])[CH:12]=[CH:11][C:9]=3[N:10]=2)[CH3:5])[N:29]=[CH:28][N:27]=1. (3) Given the reactants [Cl:1][C:2]1[CH:7]=[CH:6][C:5]([CH:8]2[O:13][CH2:12][CH2:11][NH:10][CH2:9]2)=[CH:4][CH:3]=1.Cl[C:15]1[C:24]2[C:19](=[CH:20][C:21]([O:27][CH3:28])=[C:22]([O:25][CH3:26])[CH:23]=2)[N:18]=[CH:17][N:16]=1, predict the reaction product. The product is: [CH3:26][O:25][C:22]1[CH:23]=[C:24]2[C:19](=[CH:20][C:21]=1[O:27][CH3:28])[N:18]=[CH:17][N:16]=[C:15]2[N:10]1[CH2:11][CH2:12][O:13][CH:8]([C:5]2[CH:4]=[CH:3][C:2]([Cl:1])=[CH:7][CH:6]=2)[CH2:9]1. (4) Given the reactants Cl[CH:2]([CH:16]1[CH2:21][CH2:20][CH2:19][CH2:18][CH2:17]1)[C:3]1[CH:4]=[C:5]([C:9]2[CH:10]=[CH:11][C:12]([F:15])=NC=2)[O:6][C:7]=1[CH3:8].[NH2:22][C:23]1[CH:28]=[CH:27][C:26]([C:29]([N:31]([CH3:39])[CH2:32][CH2:33][C:34]([O:36]CC)=[O:35])=[O:30])=[CH:25][CH:24]=1.C(=O)([O-])[O-].[Na+].[Na+].[I-].[Na+].[CH3:48][N:49](C)C(=O)C, predict the reaction product. The product is: [CH:16]1([CH:2]([NH:22][C:23]2[CH:24]=[CH:25][C:26]([C:29]([N:31]([CH3:39])[CH2:32][CH2:33][C:34]([OH:36])=[O:35])=[O:30])=[CH:27][CH:28]=2)[C:3]2[CH:4]=[C:5]([C:9]3[CH:10]=[CH:11][C:12]([F:15])=[CH:48][N:49]=3)[O:6][C:7]=2[CH3:8])[CH2:17][CH2:18][CH2:19][CH2:20][CH2:21]1. (5) Given the reactants [Br:1][C:2]1[S:3][C:4]([CH3:10])=[C:5]([CH2:7][CH2:8][OH:9])[N:6]=1.[CH2:11]([O:13][C:14](=[O:26])[CH2:15][C@H:16]1[C:24]2[C:19](=[CH:20][C:21](O)=[CH:22][CH:23]=2)[CH2:18][CH2:17]1)[CH3:12].C1C=CC(P(C2C=CC=CC=2)C2C=CC=CC=2)=CC=1.C1CCN(C(N=NC(N2CCCCC2)=O)=O)CC1, predict the reaction product. The product is: [CH2:11]([O:13][C:14](=[O:26])[CH2:15][C@H:16]1[C:24]2[C:19](=[CH:20][C:21]([O:9][CH2:8][CH2:7][C:5]3[N:6]=[C:2]([Br:1])[S:3][C:4]=3[CH3:10])=[CH:22][CH:23]=2)[CH2:18][CH2:17]1)[CH3:12]. (6) Given the reactants [N+:1]([C:4]1[CH:5]=[C:6]([C:10]2[N:11]=[C:12]([N:15]3[CH2:20][CH2:19][CH:18]([C:21]([O:23][CH2:24][CH3:25])=[O:22])[CH2:17][CH2:16]3)[S:13][CH:14]=2)[CH:7]=[CH:8][CH:9]=1)([O-])=O, predict the reaction product. The product is: [NH2:1][C:4]1[CH:5]=[C:6]([C:10]2[N:11]=[C:12]([N:15]3[CH2:20][CH2:19][CH:18]([C:21]([O:23][CH2:24][CH3:25])=[O:22])[CH2:17][CH2:16]3)[S:13][CH:14]=2)[CH:7]=[CH:8][CH:9]=1. (7) Given the reactants [Cl:1][C:2]1[C:3]([NH:9][CH:10]2[CH2:15][CH2:14][N:13]([CH3:16])[CH2:12][CH2:11]2)=[CH:4][C:5]([NH2:8])=[N:6][CH:7]=1.Br[C:18]1[C:23]([C:24]#[N:25])=[N:22][CH:21]=[CH:20][N:19]=1.C1C=CC(P(C2C(C3C(P(C4C=CC=CC=4)C4C=CC=CC=4)=CC=C4C=3C=CC=C4)=C3C(C=CC=C3)=CC=2)C2C=CC=CC=2)=CC=1.CC(C)([O-])C.[Na+], predict the reaction product. The product is: [Cl:1][C:2]1[C:3]([NH:9][CH:10]2[CH2:15][CH2:14][N:13]([CH3:16])[CH2:12][CH2:11]2)=[CH:4][C:5]([NH:8][C:20]2[N:19]=[CH:18][C:23]([C:24]#[N:25])=[N:22][CH:21]=2)=[N:6][CH:7]=1. (8) Given the reactants [S:1]1[C:5]2[CH:6]=[CH:7][CH:8]=[CH:9][C:4]=2[N:3]=[C:2]1[NH:10][C:11]([N:13]1[C:22]2[C:17](=[CH:18][CH:19]=[C:20]([C:23]3[N:28]=[C:27]([C:29]([OH:31])=[O:30])[C:26]([O:32][CH2:33][CH2:34][O:35][C:36]4[CH:41]=[CH:40][CH:39]=[C:38]([NH:42]C(OC(C)(C)C)=O)[CH:37]=4)=[CH:25][CH:24]=3)[CH:21]=2)[CH2:16][CH2:15][CH2:14]1)=[O:12], predict the reaction product. The product is: [NH2:42][C:38]1[CH:37]=[C:36]([CH:41]=[CH:40][CH:39]=1)[O:35][CH2:34][CH2:33][O:32][C:26]1[C:27]([C:29]([OH:31])=[O:30])=[N:28][C:23]([C:20]2[CH:21]=[C:22]3[C:17]([CH2:16][CH2:15][CH2:14][N:13]3[C:11](=[O:12])[NH:10][C:2]3[S:1][C:5]4[CH:6]=[CH:7][CH:8]=[CH:9][C:4]=4[N:3]=3)=[CH:18][CH:19]=2)=[CH:24][CH:25]=1.